Dataset: Full USPTO retrosynthesis dataset with 1.9M reactions from patents (1976-2016). Task: Predict the reactants needed to synthesize the given product. (1) Given the product [NH2:61][C:52]1[N:51]=[C:50]([O:49][C@@H:45]([CH3:44])[CH2:46][CH2:47][CH3:48])[N:58]=[C:57]2[C:53]=1[N:54]=[C:55]([O:59][CH3:60])[N:56]2[CH2:63][CH2:64][CH2:65][CH:66]1[CH2:67][CH2:68][N:69]([C:72]([O:74][CH2:75][C:76]2[CH:77]=[CH:78][CH:79]=[CH:80][CH:81]=2)=[O:73])[CH2:70][CH2:71]1, predict the reactants needed to synthesize it. The reactants are: NC1N=C(OCCCC)N=C2C=1N=C(OC)N2CCCC1CCCCN1C(OCC1C=CC=CC=1)=O.FC(F)(F)C(O)=O.[CH3:44][C@H:45]([O:49][C:50]1[N:58]=[C:57]2[C:53]([N:54]=[C:55]([O:59][CH3:60])[NH:56]2)=[C:52]([NH2:61])[N:51]=1)[CH2:46][CH2:47][CH3:48].Br[CH2:63][CH2:64][CH2:65][CH:66]1[CH2:71][CH2:70][N:69]([C:72]([O:74][CH2:75][C:76]2[CH:81]=[CH:80][CH:79]=[CH:78][CH:77]=2)=[O:73])[CH2:68][CH2:67]1. (2) Given the product [CH2:26]([CH:23]([CH2:24][CH3:25])[C:22]([N:19]1[CH2:18][CH2:17][CH:16]([NH:15][C:11]([NH:10][C:7]2[CH:6]=[CH:5][C:4]([O:3][C:2]([F:13])([F:14])[F:1])=[CH:9][CH:8]=2)=[O:12])[CH2:21][CH2:20]1)=[O:28])[CH3:27], predict the reactants needed to synthesize it. The reactants are: [F:1][C:2]([F:14])([F:13])[O:3][C:4]1[CH:9]=[CH:8][C:7]([N:10]=[C:11]=[O:12])=[CH:6][CH:5]=1.[NH2:15][CH:16]1[CH2:21][CH2:20][N:19]([C:22](=[O:28])[CH:23]([CH2:26][CH3:27])[CH2:24][CH3:25])[CH2:18][CH2:17]1.C(C(CC)C(O)=O)C.Cl. (3) Given the product [F:1][C:2]1[C:3]([C:4](=[O:5])[CH2:13][C:14]2[N:18]([CH3:19])[N:17]=[CH:16][N:15]=2)=[C:25]([CH:8]=[C:9]([F:11])[CH:10]=1)[C:23]([O:22][CH3:21])=[O:24], predict the reactants needed to synthesize it. The reactants are: [F:1][C:2]1[CH:10]=[C:9]([F:11])[CH:8]=C2[C:3]=1/[C:4](=[CH:13]/[C:14]1[N:18]([CH3:19])[N:17]=[CH:16][N:15]=1)/[O:5]C2=O.C[CH2:21][O:22][C:23]([CH3:25])=[O:24]. (4) Given the product [NH2:1][C:2]1[CH:9]=[C:8]([NH:15][CH2:14][CH2:13][O:12][CH3:11])[C:5]([C:6]#[N:7])=[CH:4][N:3]=1, predict the reactants needed to synthesize it. The reactants are: [NH2:1][C:2]1[CH:9]=[C:8](F)[C:5]([C:6]#[N:7])=[CH:4][N:3]=1.[CH3:11][O:12][CH2:13][CH2:14][NH2:15].CCN(C(C)C)C(C)C. (5) Given the product [Br:18][C:4]1[NH:3][C:2]([CH3:1])=[C:6]([C:7]([O:9][CH3:10])=[O:8])[CH:5]=1, predict the reactants needed to synthesize it. The reactants are: [CH3:1][C:2]1[NH:3][CH:4]=[CH:5][C:6]=1[C:7]([O:9][CH3:10])=[O:8].C1C(=O)N([Br:18])C(=O)C1. (6) Given the product [Br:14][C:15]1[N:16]=[CH:17][C:18]([NH:1][C:2]2[CH:12]=[CH:11][C:10]([CH3:13])=[CH:9][C:3]=2[C:4]([O:6][CH2:7][CH3:8])=[O:5])=[CH:19][C:20]=1[CH3:21], predict the reactants needed to synthesize it. The reactants are: [NH2:1][C:2]1[CH:12]=[CH:11][C:10]([CH3:13])=[CH:9][C:3]=1[C:4]([O:6][CH2:7][CH3:8])=[O:5].[Br:14][C:15]1[C:20]([CH3:21])=[CH:19][C:18](I)=[CH:17][N:16]=1. (7) Given the product [Br:1][C:2]1[CH:7]=[CH:6][C:5]([CH:8]([C:13]2[CH:18]=[CH:17][C:16]([Cl:19])=[CH:15][CH:14]=2)[CH2:9][C:10]([NH:30][CH3:25])=[O:11])=[CH:4][CH:3]=1, predict the reactants needed to synthesize it. The reactants are: [Br:1][C:2]1[CH:7]=[CH:6][C:5]([CH:8]([C:13]2[CH:18]=[CH:17][C:16]([Cl:19])=[CH:15][CH:14]=2)[CH2:9][C:10](O)=[O:11])=[CH:4][CH:3]=1.C1C=CC2C=[C:25]([NH2:30])C=CC=2C=1.Cl.CN(C)CCCC(N=C=N)C.